Dataset: Full USPTO retrosynthesis dataset with 1.9M reactions from patents (1976-2016). Task: Predict the reactants needed to synthesize the given product. Given the product [F:15][C:16]1[CH:17]=[C:18]([CH:28]=[CH:29][C:30]=1[N+:31]([O-:33])=[O:32])[CH:19]=[C:2]1[CH2:7][CH2:6][N:5]([C:8]([O:10][C:11]([CH3:14])([CH3:13])[CH3:12])=[O:9])[CH2:4][CH2:3]1, predict the reactants needed to synthesize it. The reactants are: O=[C:2]1[CH2:7][CH2:6][N:5]([C:8]([O:10][C:11]([CH3:14])([CH3:13])[CH3:12])=[O:9])[CH2:4][CH2:3]1.[F:15][C:16]1[CH:17]=[C:18]([CH:28]=[CH:29][C:30]=1[N+:31]([O-:33])=[O:32])[CH2:19]P(=O)(OCC)OCC.[H-].[Na+].O.